From a dataset of Forward reaction prediction with 1.9M reactions from USPTO patents (1976-2016). Predict the product of the given reaction. (1) Given the reactants [C:1]1([C:7]2[N:11]([CH2:12][CH2:13][C:14]#[C:15][Si](C)(C)C)[N:10]=[CH:9][CH:8]=2)[CH:6]=[CH:5][CH:4]=[CH:3][CH:2]=1.[C:20]1([C:26]2[CH:27]=[CH:28][N:29]([CH2:31][CH2:32][C:33]#[C:34][Si](C)(C)C)[N:30]=2)[CH:25]=[CH:24][CH:23]=[CH:22][CH:21]=1, predict the reaction product. The product is: [CH2:31]([N:29]1[CH:28]=[CH:27][C:26]([C:20]2[CH:25]=[CH:24][CH:23]=[CH:22][CH:21]=2)=[N:30]1)[CH2:32][C:33]#[CH:34].[CH2:12]([N:11]1[C:7]([C:1]2[CH:6]=[CH:5][CH:4]=[CH:3][CH:2]=2)=[CH:8][CH:9]=[N:10]1)[CH2:13][C:14]#[CH:15]. (2) Given the reactants [N:1]1([C:6]2[N:11]=[CH:10][N:9]=[C:8]([NH:12][C:13]3[O:14][C@:15]4([CH2:23][N:24]=3)[CH:20]3[CH2:21][CH2:22][N:17]([CH2:18][CH2:19]3)[CH2:16]4)[CH:7]=2)[CH:5]=[CH:4][N:3]=[CH:2]1.ClC1C=C(C=CC=1)C(OO)=[O:30], predict the reaction product. The product is: [N:1]1([C:6]2[N:11]=[CH:10][N:9]=[C:8]([NH:12][C:13]3[O:14][C@:15]4([CH2:23][N:24]=3)[CH:20]3[CH2:21][CH2:22][N+:17]([O-:30])([CH2:18][CH2:19]3)[CH2:16]4)[CH:7]=2)[CH:5]=[CH:4][N:3]=[CH:2]1. (3) Given the reactants [C:1]([C:3]1[C:4]([N:24]2[CH2:29][CH2:28][CH:27]([C:30](O)=[O:31])[CH2:26][CH2:25]2)=[N:5][C:6]([CH2:17][N:18]2[CH2:22][CH2:21][CH2:20][C:19]2=[O:23])=[C:7]([C:9](=[O:16])[CH2:10][CH2:11][C:12]([F:15])([F:14])[F:13])[CH:8]=1)#[N:2].[F:33][C:34]1[CH:39]=[CH:38][C:37]([N:40]([CH3:45])[S:41]([NH2:44])(=[O:43])=[O:42])=[CH:36][CH:35]=1, predict the reaction product. The product is: [C:1]([C:3]1[C:4]([N:24]2[CH2:29][CH2:28][CH:27]([C:30]([NH:44][S:41]([N:40]([C:37]3[CH:38]=[CH:39][C:34]([F:33])=[CH:35][CH:36]=3)[CH3:45])(=[O:42])=[O:43])=[O:31])[CH2:26][CH2:25]2)=[N:5][C:6]([CH2:17][N:18]2[CH2:22][CH2:21][CH2:20][C:19]2=[O:23])=[C:7]([C:9](=[O:16])[CH2:10][CH2:11][C:12]([F:13])([F:14])[F:15])[CH:8]=1)#[N:2].